This data is from NCI-60 drug combinations with 297,098 pairs across 59 cell lines. The task is: Regression. Given two drug SMILES strings and cell line genomic features, predict the synergy score measuring deviation from expected non-interaction effect. (1) Cell line: ACHN. Drug 1: CC1C(C(CC(O1)OC2CC(CC3=C2C(=C4C(=C3O)C(=O)C5=C(C4=O)C(=CC=C5)OC)O)(C(=O)C)O)N)O.Cl. Drug 2: CN(CCCl)CCCl.Cl. Synergy scores: CSS=36.2, Synergy_ZIP=-8.57, Synergy_Bliss=-5.02, Synergy_Loewe=-3.13, Synergy_HSA=-2.32. (2) Drug 1: CCCCC(=O)OCC(=O)C1(CC(C2=C(C1)C(=C3C(=C2O)C(=O)C4=C(C3=O)C=CC=C4OC)O)OC5CC(C(C(O5)C)O)NC(=O)C(F)(F)F)O. Drug 2: C1CC(=O)NC(=O)C1N2C(=O)C3=CC=CC=C3C2=O. Cell line: 786-0. Synergy scores: CSS=47.3, Synergy_ZIP=1.78, Synergy_Bliss=0.592, Synergy_Loewe=-16.2, Synergy_HSA=0.251. (3) Drug 1: C1=CC(=CC=C1CC(C(=O)O)N)N(CCCl)CCCl.Cl. Drug 2: CC1C(C(CC(O1)OC2CC(CC3=C2C(=C4C(=C3O)C(=O)C5=C(C4=O)C(=CC=C5)OC)O)(C(=O)CO)O)N)O.Cl. Cell line: SK-MEL-2. Synergy scores: CSS=59.4, Synergy_ZIP=3.20, Synergy_Bliss=5.89, Synergy_Loewe=-9.37, Synergy_HSA=4.22. (4) Drug 1: C1CC(=O)NC(=O)C1N2C(=O)C3=CC=CC=C3C2=O. Drug 2: CC1=C(C(=O)C2=C(C1=O)N3CC4C(C3(C2COC(=O)N)OC)N4)N. Cell line: SK-OV-3. Synergy scores: CSS=22.4, Synergy_ZIP=-5.20, Synergy_Bliss=3.77, Synergy_Loewe=-63.5, Synergy_HSA=0.0789. (5) Drug 1: C1=CC(=CC=C1CCCC(=O)O)N(CCCl)CCCl. Drug 2: C1CN1P(=S)(N2CC2)N3CC3. Cell line: CAKI-1. Synergy scores: CSS=37.3, Synergy_ZIP=-8.89, Synergy_Bliss=-5.51, Synergy_Loewe=-5.92, Synergy_HSA=-2.31.